Task: Predict which catalyst facilitates the given reaction.. Dataset: Catalyst prediction with 721,799 reactions and 888 catalyst types from USPTO Reactant: [Al+3].[Cl-].[Cl-].[Cl-].[F:5][C:6]1[CH:7]=[CH:8][CH:9]=[C:10]2[C:15]=1[O:14][CH2:13][CH2:12][C:11]2([CH3:17])[CH3:16].[Br:18][CH2:19][C:20](Br)=[O:21]. Product: [Br:18][CH2:19][C:20]([C:8]1[CH:9]=[C:10]2[C:15](=[C:6]([F:5])[CH:7]=1)[O:14][CH2:13][CH2:12][C:11]2([CH3:17])[CH3:16])=[O:21]. The catalyst class is: 26.